Dataset: Full USPTO retrosynthesis dataset with 1.9M reactions from patents (1976-2016). Task: Predict the reactants needed to synthesize the given product. (1) Given the product [F:25][C:4]1[C:5]([CH3:24])=[C:6]([C:9]2[CH:10]=[N:11][N:12]([C:15]3[CH:23]=[CH:22][C:18]([C:19]([N:32]4[CH2:33][CH2:34][N:29]([CH:26]([CH3:28])[CH3:27])[C@H:30]([CH3:35])[CH2:31]4)=[O:20])=[CH:17][N:16]=3)[C:13]=2[OH:14])[CH:7]=[CH:8][C:3]=1[C:1]#[N:2], predict the reactants needed to synthesize it. The reactants are: [C:1]([C:3]1[CH:8]=[CH:7][C:6]([C:9]2[CH:10]=[N:11][N:12]([C:15]3[CH:23]=[CH:22][C:18]([C:19](O)=[O:20])=[CH:17][N:16]=3)[C:13]=2[OH:14])=[C:5]([CH3:24])[C:4]=1[F:25])#[N:2].[CH:26]([N:29]1[CH2:34][CH2:33][NH:32][CH2:31][C@H:30]1[CH3:35])([CH3:28])[CH3:27]. (2) Given the product [Br:1][C:2]1[C:7]([CH3:8])=[N:6][C:5]([O:9][CH3:12])=[CH:4][CH:3]=1, predict the reactants needed to synthesize it. The reactants are: [Br:1][C:2]1[CH:3]=[CH:4][C:5](=[O:9])[NH:6][C:7]=1[CH3:8].IC.[CH:12](Cl)(Cl)Cl. (3) Given the product [Cl:1][C:2]1[CH:3]=[CH:4][C:5]([C:8]2[CH:9]=[C:10]([NH:20][C:26]([CH:22]3[CH2:23][CH2:24][CH2:25][O:21]3)=[O:27])[CH:11]=[N:12][C:13]=2[O:14][CH2:15][C:16]([F:17])([F:18])[F:19])=[CH:6][CH:7]=1, predict the reactants needed to synthesize it. The reactants are: [Cl:1][C:2]1[CH:7]=[CH:6][C:5]([C:8]2[CH:9]=[C:10]([NH2:20])[CH:11]=[N:12][C:13]=2[O:14][CH2:15][C:16]([F:19])([F:18])[F:17])=[CH:4][CH:3]=1.[O:21]1[CH2:25][CH2:24][CH2:23][CH:22]1[C:26](O)=[O:27]. (4) Given the product [S:1]1[CH:5]=[CH:4][C:3]([CH2:6][C:7]([OH:9])=[O:8])=[C:2]1[C:12]1[S:13][CH:14]=[CH:15][CH:16]=1, predict the reactants needed to synthesize it. The reactants are: [S:1]1[CH:5]=[CH:4][C:3]([CH2:6][C:7]([O:9]CC)=[O:8])=[C:2]1[C:12]1[S:13][CH:14]=[CH:15][CH:16]=1.[OH-].[Na+]. (5) Given the product [CH3:1][C:2]1[CH:3]=[C:4]([CH:9]([C:10]2[CH:15]=[C:14]([CH3:16])[CH:13]=[C:12]([CH3:17])[CH:11]=2)[N:22]2[CH:23]=[CH:24][CH:25]=[C:26]([C:27]([O:29][CH3:30])=[O:28])[C:21]2=[O:20])[CH:5]=[C:6]([CH3:8])[CH:7]=1, predict the reactants needed to synthesize it. The reactants are: [CH3:1][C:2]1[CH:3]=[C:4]([CH:9](Br)[C:10]2[CH:15]=[C:14]([CH3:16])[CH:13]=[C:12]([CH3:17])[CH:11]=2)[CH:5]=[C:6]([CH3:8])[CH:7]=1.Cl.[O:20]=[C:21]1[C:26]([C:27]([O:29][CH3:30])=[O:28])=[CH:25][CH:24]=[CH:23][NH:22]1.[H-].[Na+]. (6) Given the product [CH3:13][C:14]1([CH3:16])[O:12][C:6]2[CH:5]=[CH:4][C:3]([CH:1]=[O:2])=[CH:11][C:7]=2[C:8](=[O:10])[O:9]1, predict the reactants needed to synthesize it. The reactants are: [CH:1]([C:3]1[CH:11]=[C:7]([C:8]([OH:10])=[O:9])[C:6]([OH:12])=[CH:5][CH:4]=1)=[O:2].[CH3:13][C:14]([CH3:16])=O. (7) Given the product [C:1]([O:5][C:6]([N:8]1[CH2:9][CH:10]=[CH:11][CH2:12][CH2:13]1)=[O:7])([CH3:4])([CH3:2])[CH3:3], predict the reactants needed to synthesize it. The reactants are: [C:1]([O:5][C:6]([N:8]1[CH2:13][CH2:12][CH:11](OS(C)(=O)=O)[CH2:10][CH2:9]1)=[O:7])([CH3:4])([CH3:3])[CH3:2]. (8) Given the product [C:22]([NH:26][C:27](=[O:33])[CH2:28][CH2:29][C:30]([N:1]1[CH2:6][CH2:5][CH:4]([N:7]2[C:8]3[CH:21]=[CH:20][CH:19]=[CH:18][C:9]=3[CH2:10][CH2:11][C:12]3[CH:17]=[CH:16][CH:15]=[CH:14][C:13]2=3)[CH2:3][CH2:2]1)=[O:31])([CH3:25])([CH3:23])[CH3:24], predict the reactants needed to synthesize it. The reactants are: [NH:1]1[CH2:6][CH2:5][CH:4]([N:7]2[C:13]3[CH:14]=[CH:15][CH:16]=[CH:17][C:12]=3[CH2:11][CH2:10][C:9]3[CH:18]=[CH:19][CH:20]=[CH:21][C:8]2=3)[CH2:3][CH2:2]1.[C:22]([NH:26][C:27](=[O:33])[CH2:28][CH2:29][C:30](O)=[O:31])([CH3:25])([CH3:24])[CH3:23].Cl.C(N=C=NCCCN(C)C)C.C(N(CC)CC)C. (9) Given the product [CH3:15][N:16]1[C:24]2[C:19](=[CH:20][C:21]([CH2:25][NH:26][S:2]([C:5]3[CH:14]=[CH:13][C:8]([C:9]([O:11][CH3:12])=[O:10])=[CH:7][CH:6]=3)(=[O:4])=[O:3])=[CH:22][CH:23]=2)[CH:18]=[CH:17]1, predict the reactants needed to synthesize it. The reactants are: Cl[S:2]([C:5]1[CH:14]=[CH:13][C:8]([C:9]([O:11][CH3:12])=[O:10])=[CH:7][CH:6]=1)(=[O:4])=[O:3].[CH3:15][N:16]1[C:24]2[C:19](=[CH:20][C:21]([CH2:25][NH2:26])=[CH:22][CH:23]=2)[CH:18]=[CH:17]1. (10) Given the product [CH3:1][C@@H:2]1[CH2:11][C:10]2[C:5](=[CH:6][CH:7]=[C:8]([C@@H:12]3[CH2:17][N:16]4[CH2:18][CH2:19][NH:20][CH2:21][C@H:15]4[CH2:14][N:13]3[C:32]([O:34][C:35]([CH3:38])([CH3:37])[CH3:36])=[O:33])[CH:9]=2)[C:4](=[O:39])[O:3]1, predict the reactants needed to synthesize it. The reactants are: [CH3:1][C@@H:2]1[CH2:11][C:10]2[C:5](=[CH:6][CH:7]=[C:8]([C@@H:12]3[CH2:17][N:16]4[CH2:18][CH2:19][N:20](C(OCC5C=CC=CC=5)=O)[CH2:21][C@H:15]4[CH2:14][N:13]3[C:32]([O:34][C:35]([CH3:38])([CH3:37])[CH3:36])=[O:33])[CH:9]=2)[C:4](=[O:39])[O:3]1.